The task is: Predict the reaction yield, written as a fraction of the theoretical maximum amount of product (1.0 means a 100% yield; for example, 0.34 means a 34% yield).. This data is from Reaction yield outcomes from USPTO patents with 853,638 reactions. (1) The reactants are [CH2:1]([O:3][C:4]([C:6]1[S:7][C:8]([S:20][CH3:21])=[C:9]([C:18]#[N:19])[C:10]=1[C:11]1[CH:16]=[CH:15][C:14]([NH2:17])=[CH:13][CH:12]=1)=[O:5])[CH3:2].C(N(CC)CC)C.[C:29](Cl)(=[O:31])[CH3:30].[NH4+].[Cl-]. The catalyst is C(Cl)Cl. The product is [CH2:1]([O:3][C:4]([C:6]1[S:7][C:8]([S:20][CH3:21])=[C:9]([C:18]#[N:19])[C:10]=1[C:11]1[CH:16]=[CH:15][C:14]([NH:17][C:29](=[O:31])[CH3:30])=[CH:13][CH:12]=1)=[O:5])[CH3:2]. The yield is 0.900. (2) The reactants are [CH:1]1([O:6][C:7]2[N:12]=[C:11]([CH2:13][C:14]3[CH:19]=[CH:18][C:17]([CH2:20][C:21](OC)=[O:22])=[CH:16][CH:15]=3)[CH:10]=[C:9]([C:25]([F:28])([F:27])[F:26])[N:8]=2)[CH2:5][CH2:4][CH2:3][CH2:2]1.CC(C[AlH]CC(C)C)C.C1COCC1. The catalyst is ClCCl. The product is [CH:1]1([O:6][C:7]2[N:12]=[C:11]([CH2:13][C:14]3[CH:19]=[CH:18][C:17]([CH2:20][CH2:21][OH:22])=[CH:16][CH:15]=3)[CH:10]=[C:9]([C:25]([F:27])([F:28])[F:26])[N:8]=2)[CH2:2][CH2:3][CH2:4][CH2:5]1. The yield is 0.870. (3) The reactants are N1(O)CCOCC1.[CH3:8][CH:9](NC(C)(C)C)[C:10]([C:12]1[CH:13]=[CH:14][CH:15]=[C:16]([Cl:18])[CH:17]=1)=[O:11].Cl.ClC1C=C(C(=O)CC)C=CC=1.[Br-:36].[Br-].O1CCOCC1. The catalyst is O1CCOCC1.O. The product is [Br:36][CH:9]([CH3:8])[C:10]([C:12]1[CH:13]=[CH:14][CH:15]=[C:16]([Cl:18])[CH:17]=1)=[O:11]. The yield is 0.850. (4) The reactants are [Br:1][C:2]1[NH:6][C:5]([C@@H:7]2[CH2:11][CH2:10][CH2:9][N:8]2[C:12]([O:14]C(C)(C)C)=O)=[N:4][CH:3]=1.Cl.[CH3:20][O:21][C:22]([NH:24][C@@H:25]([CH:29]([CH3:31])[CH3:30])C(O)=O)=[O:23].CN(C(ON1N=NC2C=CC=NC1=2)=[N+](C)C)C.F[P-](F)(F)(F)(F)F.C(N(C(C)C)CC)(C)C. The catalyst is CO.C(OCC)(=O)C. The product is [Br:1][C:2]1[NH:6][C:5]([C@@H:7]2[CH2:11][CH2:10][CH2:9][N:8]2[C:12](=[O:14])[C@@H:25]([NH:24][C:22](=[O:23])[O:21][CH3:20])[CH:29]([CH3:31])[CH3:30])=[N:4][CH:3]=1. The yield is 0.830. (5) The reactants are [F:1][C:2]1[C:3]([C:32]([F:35])([F:34])[F:33])=[C:4]([CH:8]2[CH2:13][CH2:12][N:11]([C:14]([C:16]3[C:20]4[CH2:21][N:22](C(OC(C)(C)C)=O)[CH2:23][CH2:24][C:19]=4[NH:18][N:17]=3)=[O:15])[CH2:10][CH2:9]2)[CH:5]=[CH:6][CH:7]=1.[ClH:36]. The catalyst is C(Cl)Cl.CCOCC. The product is [ClH:36].[F:1][C:2]1[C:3]([C:32]([F:35])([F:33])[F:34])=[C:4]([CH:8]2[CH2:9][CH2:10][N:11]([C:14]([C:16]3[C:20]4[CH2:21][NH:22][CH2:23][CH2:24][C:19]=4[NH:18][N:17]=3)=[O:15])[CH2:12][CH2:13]2)[CH:5]=[CH:6][CH:7]=1. The yield is 0.750.